This data is from Full USPTO retrosynthesis dataset with 1.9M reactions from patents (1976-2016). The task is: Predict the reactants needed to synthesize the given product. Given the product [CH:18]1([C:13]2[C:12]([CH2:11][O:10][C:7]3[CH:8]=[CH:9][C:4]([C:3]([NH:25][C:26]([CH3:30])([CH3:29])[CH2:27][OH:28])=[O:24])=[CH:5][N:6]=3)=[C:16]([CH3:17])[O:15][N:14]=2)[CH2:19][CH2:20][CH2:21][CH2:22][CH2:23]1, predict the reactants needed to synthesize it. The reactants are: CO[C:3](=[O:24])[C:4]1[CH:9]=[CH:8][C:7]([O:10][CH2:11][C:12]2[C:13]([CH:18]3[CH2:23][CH2:22][CH2:21][CH2:20][CH2:19]3)=[N:14][O:15][C:16]=2[CH3:17])=[N:6][CH:5]=1.[NH2:25][C:26]([CH3:30])([CH3:29])[CH2:27][OH:28].